The task is: Predict the product of the given reaction.. This data is from Forward reaction prediction with 1.9M reactions from USPTO patents (1976-2016). (1) Given the reactants [Mg].[CH2:2](Br)[CH2:3][CH2:4][CH2:5][CH2:6][CH2:7][CH2:8][CH2:9]/[CH:10]=[CH:11]\[CH2:12]/[CH:13]=[CH:14]\[CH2:15][CH2:16][CH2:17][CH2:18][CH3:19].[C:21]([O:25]CC)(=O)[CH:22]=[O:23], predict the reaction product. The product is: [CH2:2]([C:22]([OH:23])([CH:21]([OH:25])[CH2:2][CH2:3][CH2:4][CH2:5][CH2:6][CH2:7][CH2:8][CH2:9]/[CH:10]=[CH:11]\[CH2:12]/[CH:13]=[CH:14]\[CH2:15][CH2:16][CH2:17][CH2:18][CH3:19])[CH2:2][CH2:3][CH2:4][CH2:5][CH2:6][CH2:7][CH2:8][CH2:9]/[CH:10]=[CH:11]\[CH2:12]/[CH:13]=[CH:14]\[CH2:15][CH2:16][CH2:17][CH2:18][CH3:19])[CH2:3][CH2:4][CH2:5][CH2:6][CH2:7][CH2:8][CH2:9]/[CH:10]=[CH:11]\[CH2:12]/[CH:13]=[CH:14]\[CH2:15][CH2:16][CH2:17][CH2:18][CH3:19]. (2) The product is: [OH:37][CH2:36][CH2:35][O:38][C:2]1[N:7]=[C:6]([N:8]2[CH2:13][CH2:12][O:11][CH2:10][CH2:9]2)[N:5]=[C:4]([NH:14][S:15]([CH2:18][CH2:19][C:20]2[CH:25]=[CH:24][CH:23]=[CH:22][CH:21]=2)(=[O:17])=[O:16])[C:3]=1[O:26][C:27]1[CH:32]=[CH:31][CH:30]=[C:29]([O:33][CH3:34])[CH:28]=1. Given the reactants Cl[C:2]1[N:7]=[C:6]([N:8]2[CH2:13][CH2:12][O:11][CH2:10][CH2:9]2)[N:5]=[C:4]([NH:14][S:15]([CH2:18][CH2:19][C:20]2[CH:25]=[CH:24][CH:23]=[CH:22][CH:21]=2)(=[O:17])=[O:16])[C:3]=1[O:26][C:27]1[CH:32]=[CH:31][CH:30]=[C:29]([O:33][CH3:34])[CH:28]=1.[CH2:35]([OH:38])[CH2:36][OH:37], predict the reaction product. (3) Given the reactants Cl[C:2]1[C:11]2[C:6](=[C:7]([O:13][CH3:14])[CH:8]=[C:9]([F:12])[CH:10]=2)[CH:5]=[CH:4][N:3]=1.[F-:15].[Cs+], predict the reaction product. The product is: [F:15][C:2]1[C:11]2[C:6](=[C:7]([O:13][CH3:14])[CH:8]=[C:9]([F:12])[CH:10]=2)[CH:5]=[CH:4][N:3]=1. (4) Given the reactants [CH3:1][O:2][C:3]1[CH:8]=[CH:7][C:6]([CH:9]=[CH2:10])=[CH:5][CH:4]=1.Br[C:12]1[CH:17]=[CH:16][CH:15]=[C:14]([N+:18]([O-:20])=[O:19])[CH:13]=1.CC([O-])=O.[Na+].C1C=CC(P(C2C=CC=CC=2)C2C=CC=CC=2)=CC=1, predict the reaction product. The product is: [N+:18]([C:14]1[CH:15]=[CH:16][CH:17]=[C:12](/[CH:10]=[CH:9]/[C:6]2[CH:7]=[CH:8][C:3]([O:2][CH3:1])=[CH:4][CH:5]=2)[CH:13]=1)([O-:20])=[O:19]. (5) Given the reactants [OH:1][C:2]1[C:3]([CH3:12])=[N:4][C:5]2[C:10]([CH:11]=1)=[CH:9][CH:8]=[CH:7][CH:6]=2.[OH2:13], predict the reaction product. The product is: [OH:1][C:2]1[C:3]([CH:12]=[O:13])=[N:4][C:5]2[C:10]([CH:11]=1)=[CH:9][CH:8]=[CH:7][CH:6]=2. (6) Given the reactants COP([CH2:7][C:8](=[O:22])[CH2:9][CH2:10][CH2:11][CH2:12][C:13]1[N:18]=[C:17]2[NH:19][CH2:20][CH2:21][C:16]2=[CH:15][CH:14]=1)(=O)OC.[CH3:23][C:24]1[N:29]=[CH:28][C:27]([CH:30]=O)=[CH:26][N:25]=1.C([O-])([O-])=O.[K+].[K+], predict the reaction product. The product is: [NH:19]1[C:17]2=[N:18][C:13]([CH2:12][CH2:11][CH2:10][CH2:9][C:8](=[O:22])[CH:7]=[CH:30][C:27]3[CH:26]=[N:25][C:24]([CH3:23])=[N:29][CH:28]=3)=[CH:14][CH:15]=[C:16]2[CH2:21][CH2:20]1.